This data is from Reaction yield outcomes from USPTO patents with 853,638 reactions. The task is: Predict the reaction yield, written as a fraction of the theoretical maximum amount of product (1.0 means a 100% yield; for example, 0.34 means a 34% yield). (1) The reactants are Br[C:2]1[C:7]([CH:8]=[O:9])=[C:6]([F:10])[C:5]([CH2:11][CH2:12][CH3:13])=[CH:4][CH:3]=1.[CH2:14]([O:16][C:17]1[CH:22]=[CH:21][C:20](B(O)O)=[C:19]([CH:26]=[O:27])[C:18]=1[F:28])[CH3:15].C(=O)([O-])[O-].[Na+].[Na+].C1(C)C=CC=CC=1. The catalyst is CCCC[N+](CCCC)(CCCC)CCCC.[Br-].C1C=CC([P]([Pd]([P](C2C=CC=CC=2)(C2C=CC=CC=2)C2C=CC=CC=2)([P](C2C=CC=CC=2)(C2C=CC=CC=2)C2C=CC=CC=2)[P](C2C=CC=CC=2)(C2C=CC=CC=2)C2C=CC=CC=2)(C2C=CC=CC=2)C2C=CC=CC=2)=CC=1.O.C(O)C. The product is [CH2:14]([O:16][C:17]1[C:18]([F:28])=[C:19]([CH:26]=[O:27])[C:20]([C:2]2[C:7]([CH:8]=[O:9])=[C:6]([F:10])[C:5]([CH2:11][CH2:12][CH3:13])=[CH:4][CH:3]=2)=[CH:21][CH:22]=1)[CH3:15]. The yield is 0.805. (2) The reactants are [N:1]1[CH:6]=[CH:5][C:4]([C:7]2[C:8]([C:12]3[CH:13]=[C:14]([NH2:18])[CH:15]=[CH:16][CH:17]=3)=[N:9][NH:10][CH:11]=2)=[CH:3][CH:2]=1.[F:19][C:20]([F:31])([F:30])[C:21]1[CH:26]=[CH:25][C:24]([N:27]=[C:28]=[O:29])=[CH:23][CH:22]=1.C(N(CC)CC)C. The catalyst is N1C=CC=CC=1. The product is [N:1]1[CH:2]=[CH:3][C:4]([C:7]2[C:8]([C:12]3[CH:13]=[C:14]([NH:18][C:28]([NH:27][C:24]4[CH:23]=[CH:22][C:21]([C:20]([F:19])([F:30])[F:31])=[CH:26][CH:25]=4)=[O:29])[CH:15]=[CH:16][CH:17]=3)=[N:9][NH:10][CH:11]=2)=[CH:5][CH:6]=1. The yield is 0.750. (3) The reactants are S(Cl)([Cl:3])=O.[CH3:5][O:6][C:7]1[CH:8]=[C:9]2[C:14](=[CH:15][C:16]=1[O:17][CH3:18])[N:13]=[CH:12][NH:11][C:10]2=O. The catalyst is CN(C)C=O. The product is [Cl:3][C:10]1[C:9]2[C:14](=[CH:15][C:16]([O:17][CH3:18])=[C:7]([O:6][CH3:5])[CH:8]=2)[N:13]=[CH:12][N:11]=1. The yield is 0.963. (4) The reactants are I.[Cl:2][C:3]1[N:4]=[CH:5][N:6]([C:8]2[CH:13]=[CH:12][C:11]([NH:14][C:15](SC)=[NH:16])=[CH:10][C:9]=2[O:19][CH3:20])[CH:7]=1.[Br:21][C:22]1[CH:27]=[CH:26][C:25]([CH:28]([CH2:32][CH2:33][CH2:34][CH2:35][Cl:36])[C:29](O)=O)=[CH:24][CH:23]=1.CN1CCOCC1.C(N(CC)C(C)C)(C)C.[NH2:53][NH2:54]. No catalyst specified. The product is [Br:21][C:22]1[CH:27]=[CH:26][C:25]([CH:28]([C:29]2[NH:54][N:53]=[C:15]([NH:14][C:11]3[CH:12]=[CH:13][C:8]([N:6]4[CH:7]=[C:3]([Cl:2])[N:4]=[CH:5]4)=[C:9]([O:19][CH3:20])[CH:10]=3)[N:16]=2)[CH2:32][CH2:33][CH2:34][CH2:35][Cl:36])=[CH:24][CH:23]=1. The yield is 0.469. (5) The reactants are [OH:1][C@H:2]1[C@H:8]([NH:9]C(=O)OC(C)(C)C)[CH2:7][CH2:6][C@@H:5]([C:17]2[N:21]([CH3:22])[N:20]=[CH:19][C:18]=2[N+:23]([O-])=O)[O:4][CH2:3]1.[F:26][C:27]1[CH:32]=[C:31]([O:33][CH2:34][CH2:35][O:36][CH3:37])[CH:30]=[C:29]([F:38])[C:28]=1[C:39]1[N:44]=[C:43]([C:45](O)=[O:46])[CH:42]=[CH:41][C:40]=1[F:48]. No catalyst specified. The product is [NH2:9][C@H:8]1[C@H:2]([OH:1])[CH2:3][O:4][C@H:5]([C:17]2[N:21]([CH3:22])[N:20]=[CH:19][C:18]=2[NH:23][C:45](=[O:46])[C:43]2[CH:42]=[CH:41][C:40]([F:48])=[C:39]([C:28]3[C:29]([F:38])=[CH:30][C:31]([O:33][CH2:34][CH2:35][O:36][CH3:37])=[CH:32][C:27]=3[F:26])[N:44]=2)[CH2:6][CH2:7]1. The yield is 0.710. (6) The reactants are FC(F)(F)C1C=C(NC(=O)NC2C=CC(C3SC(CCC(OC)=O)=NC=3)=CC=2)C=CC=1.[NH2:32][C:33]1[CH:38]=[CH:37][C:36]([C:39]2[S:43][C:42]([CH:44]3[CH2:49][CH2:48][CH:47]([C:50]([O:52][CH3:53])=[O:51])[CH2:46][CH2:45]3)=[N:41][CH:40]=2)=[CH:35][CH:34]=1.[N:54]([C:57]1[CH:62]=[CH:61][C:60]([F:63])=[CH:59][C:58]=1[F:64])=[C:55]=[O:56]. No catalyst specified. The product is [F:64][C:58]1[CH:59]=[C:60]([F:63])[CH:61]=[CH:62][C:57]=1[NH:54][C:55](=[O:56])[NH:32][C:33]1[CH:34]=[CH:35][C:36]([C:39]2[S:43][C:42]([CH:44]3[CH2:45][CH2:46][CH:47]([C:50]([O:52][CH3:53])=[O:51])[CH2:48][CH2:49]3)=[N:41][CH:40]=2)=[CH:37][CH:38]=1. The yield is 0.410. (7) The reactants are [F:1][C:2]1[C:3]([F:16])=[C:4]([C:13](O)=[O:14])[C:5]2[O:9][C:8]([CH3:11])([CH3:10])[CH2:7][C:6]=2[CH:12]=1.Cl.[OH-].[Na+]. No catalyst specified. The product is [F:1][C:2]1[C:3]([F:16])=[C:4]([CH2:13][OH:14])[C:5]2[O:9][C:8]([CH3:11])([CH3:10])[CH2:7][C:6]=2[CH:12]=1. The yield is 0.570. (8) The reactants are [C:1]([O:9][CH2:10][C@:11]1([O:44][CH2:43][C@@H:33]([O:34][C:35](=[O:42])[C:36]2[CH:41]=[CH:40][CH:39]=[CH:38][CH:37]=2)[C@@H:23]([O:24][C:25](=[O:32])[C:26]2[CH:31]=[CH:30][CH:29]=[CH:28][CH:27]=2)[C@@H:13]1[O:14][C:15](=[O:22])[C:16]1[CH:21]=[CH:20][CH:19]=[CH:18][CH:17]=1)[OH:12])(=[O:8])[C:2]1[CH:7]=[CH:6][CH:5]=[CH:4][CH:3]=1.[CH3:45]C(C)=O.C(=O)([O-])[O-].[K+].[K+]. No catalyst specified. The product is [C:1]([O:9][CH2:10][C@:11]1([O:44][CH2:43][C@@H:33]([O:34][C:35](=[O:42])[C:36]2[CH:41]=[CH:40][CH:39]=[CH:38][CH:37]=2)[C@@H:23]([O:24][C:25](=[O:32])[C:26]2[CH:27]=[CH:28][CH:29]=[CH:30][CH:31]=2)[C@@H:13]1[O:14][C:15](=[O:22])[C:16]1[CH:17]=[CH:18][CH:19]=[CH:20][CH:21]=1)[O:12][CH3:45])(=[O:8])[C:2]1[CH:3]=[CH:4][CH:5]=[CH:6][CH:7]=1. The yield is 0.980. (9) The yield is 0.860. The catalyst is CS(C)=O.C1COCC1.O. The product is [Cl:13][C:8]1[CH:7]=[C:6]([CH:5]2[CH2:4][CH2:3][CH2:2][N:33]3[C:16]([C:19]4[CH:24]=[CH:23][C:22]([N:25]5[CH:29]=[N:28][C:27]([CH3:30])=[N:26]5)=[C:21]([O:31][CH3:32])[CH:20]=4)=[N:17][N:18]=[C:14]23)[CH:11]=[CH:10][C:9]=1[Cl:12]. The reactants are Cl[CH2:2][CH2:3][CH2:4][CH:5]([C:14]1O[C:16]([C:19]2[CH:24]=[CH:23][C:22]([N:25]3[CH:29]=[N:28][C:27]([CH3:30])=[N:26]3)=[C:21]([O:31][CH3:32])[CH:20]=2)=[N:17][N:18]=1)[C:6]1[CH:11]=[CH:10][C:9]([Cl:12])=[C:8]([Cl:13])[CH:7]=1.[N-:33]=[N+]=[N-].[Na+].C1(P(C2C=CC=CC=2)C2C=CC=CC=2)C=CC=CC=1. (10) The yield is 0.786. The reactants are [C:1]([O:5][C:6]([N:8]1[CH2:12][CH2:11][CH2:10][C@H:9]1[CH2:13]OS(C)(=O)=O)=[O:7])([CH3:4])([CH3:3])[CH3:2].[I-:19].[Li+]. The catalyst is O1CCCC1. The product is [C:1]([O:5][C:6]([N:8]1[CH2:12][CH2:11][CH2:10][C@H:9]1[CH2:13][I:19])=[O:7])([CH3:4])([CH3:3])[CH3:2].